Task: Predict which catalyst facilitates the given reaction.. Dataset: Catalyst prediction with 721,799 reactions and 888 catalyst types from USPTO (1) Reactant: [NH:1]1[CH2:6][CH2:5][CH:4]([C:7]2[CH:12]=[CH:11][C:10]([NH:13][C:14]([N:16]3[CH2:19][CH:18]([C:20]4[CH:21]=[N:22][CH:23]=[CH:24][CH:25]=4)[CH2:17]3)=[O:15])=[CH:9][CH:8]=2)[CH2:3][CH2:2]1.[CH:26]1([CH:31]=O)[CH2:30][CH2:29][CH2:28][CH2:27]1.C(O)(=O)C.C([BH3-])#N. Product: [CH:26]1([CH2:31][N:1]2[CH2:6][CH2:5][CH:4]([C:7]3[CH:8]=[CH:9][C:10]([NH:13][C:14]([N:16]4[CH2:19][CH:18]([C:20]5[CH:21]=[N:22][CH:23]=[CH:24][CH:25]=5)[CH2:17]4)=[O:15])=[CH:11][CH:12]=3)[CH2:3][CH2:2]2)[CH2:30][CH2:29][CH2:28][CH2:27]1. The catalyst class is: 5. (2) Reactant: CO[C:3](=[O:10])[CH2:4][CH2:5][CH:6]([CH3:9])[CH:7]=O.[C:11]([O:15][C:16](=[O:31])[NH:17][C@@H:18]1[C@@H:22]([NH2:23])[CH2:21][N:20]([CH2:24][C:25]2[CH:30]=[CH:29][CH:28]=[CH:27][CH:26]=2)[CH2:19]1)([CH3:14])([CH3:13])[CH3:12].C(O[BH-](OC(=O)C)OC(=O)C)(=O)C.[Na+]. Product: [C:11]([O:15][C:16](=[O:31])[NH:17][C@@H:18]1[C@@H:22]([N:23]2[CH2:7][CH:6]([CH3:9])[CH2:5][CH2:4][C:3]2=[O:10])[CH2:21][N:20]([CH2:24][C:25]2[CH:26]=[CH:27][CH:28]=[CH:29][CH:30]=2)[CH2:19]1)([CH3:14])([CH3:12])[CH3:13]. The catalyst class is: 2.